Dataset: Forward reaction prediction with 1.9M reactions from USPTO patents (1976-2016). Task: Predict the product of the given reaction. Given the reactants [CH2:1]([C@H:8]1[CH2:12][O:11][C:10](=[O:13])[N:9]1[C:14](=[O:29])[CH:15]=[C:16]([C:21]1[CH:26]=[C:25]([F:27])[CH:24]=[C:23]([F:28])[CH:22]=1)[C:17]([F:20])([F:19])[F:18])[C:2]1[CH:7]=[CH:6][CH:5]=[CH:4][CH:3]=1, predict the reaction product. The product is: [CH2:1]([C@H:8]1[CH2:12][O:11][C:10](=[O:13])[N:9]1[C:14](=[O:29])[CH2:15][CH:16]([C:21]1[CH:26]=[C:25]([F:27])[CH:24]=[C:23]([F:28])[CH:22]=1)[C:17]([F:19])([F:20])[F:18])[C:2]1[CH:7]=[CH:6][CH:5]=[CH:4][CH:3]=1.